This data is from NCI-60 drug combinations with 297,098 pairs across 59 cell lines. The task is: Regression. Given two drug SMILES strings and cell line genomic features, predict the synergy score measuring deviation from expected non-interaction effect. (1) Drug 1: CS(=O)(=O)C1=CC(=C(C=C1)C(=O)NC2=CC(=C(C=C2)Cl)C3=CC=CC=N3)Cl. Drug 2: C1=CC(=C2C(=C1NCCNCCO)C(=O)C3=C(C=CC(=C3C2=O)O)O)NCCNCCO. Cell line: SR. Synergy scores: CSS=75.0, Synergy_ZIP=2.23, Synergy_Bliss=1.51, Synergy_Loewe=-5.65, Synergy_HSA=3.30. (2) Drug 1: CN(C)N=NC1=C(NC=N1)C(=O)N. Drug 2: CCN(CC)CCCC(C)NC1=C2C=C(C=CC2=NC3=C1C=CC(=C3)Cl)OC. Cell line: SF-268. Synergy scores: CSS=17.9, Synergy_ZIP=1.03, Synergy_Bliss=11.3, Synergy_Loewe=-4.54, Synergy_HSA=6.29. (3) Drug 1: CC1=C2C(C(=O)C3(C(CC4C(C3C(C(C2(C)C)(CC1OC(=O)C(C(C5=CC=CC=C5)NC(=O)OC(C)(C)C)O)O)OC(=O)C6=CC=CC=C6)(CO4)OC(=O)C)OC)C)OC. Drug 2: C1=CC=C(C(=C1)C(C2=CC=C(C=C2)Cl)C(Cl)Cl)Cl. Cell line: K-562. Synergy scores: CSS=54.8, Synergy_ZIP=7.05, Synergy_Bliss=8.50, Synergy_Loewe=-30.4, Synergy_HSA=9.37. (4) Drug 1: COC1=C(C=C2C(=C1)N=CN=C2NC3=CC(=C(C=C3)F)Cl)OCCCN4CCOCC4. Drug 2: CCC1=CC2CC(C3=C(CN(C2)C1)C4=CC=CC=C4N3)(C5=C(C=C6C(=C5)C78CCN9C7C(C=CC9)(C(C(C8N6C)(C(=O)OC)O)OC(=O)C)CC)OC)C(=O)OC.C(C(C(=O)O)O)(C(=O)O)O. Cell line: NCI-H522. Synergy scores: CSS=68.7, Synergy_ZIP=1.28, Synergy_Bliss=1.23, Synergy_Loewe=-0.169, Synergy_HSA=6.74. (5) Drug 1: C1CCN(CC1)CCOC2=CC=C(C=C2)C(=O)C3=C(SC4=C3C=CC(=C4)O)C5=CC=C(C=C5)O. Drug 2: C1=CC(=CC=C1CCC2=CNC3=C2C(=O)NC(=N3)N)C(=O)NC(CCC(=O)O)C(=O)O. Cell line: SK-MEL-28. Synergy scores: CSS=9.93, Synergy_ZIP=-4.82, Synergy_Bliss=-0.681, Synergy_Loewe=-4.53, Synergy_HSA=-1.37. (6) Drug 1: C1CCC(CC1)NC(=O)N(CCCl)N=O. Drug 2: C1=NC(=NC(=O)N1C2C(C(C(O2)CO)O)O)N. Cell line: RXF 393. Synergy scores: CSS=25.3, Synergy_ZIP=-5.45, Synergy_Bliss=-0.331, Synergy_Loewe=0.671, Synergy_HSA=2.38. (7) Drug 1: CNC(=O)C1=NC=CC(=C1)OC2=CC=C(C=C2)NC(=O)NC3=CC(=C(C=C3)Cl)C(F)(F)F. Drug 2: CC(C)(C#N)C1=CC(=CC(=C1)CN2C=NC=N2)C(C)(C)C#N. Cell line: MCF7. Synergy scores: CSS=-0.590, Synergy_ZIP=-0.853, Synergy_Bliss=-5.04, Synergy_Loewe=-4.39, Synergy_HSA=-6.03.